From a dataset of Catalyst prediction with 721,799 reactions and 888 catalyst types from USPTO. Predict which catalyst facilitates the given reaction. (1) Reactant: [Cl:1][C:2]1[CH:3]=[C:4]2[C:8](=[CH:9][CH:10]=1)[NH:7][C:6]([CH2:11][C:12]1[CH:17]=[CH:16][CH:15]=[CH:14][CH:13]=1)=[CH:5]2.C([N:21]1[CH2:25][CH2:24][NH:23][C:22]1=O)(=O)C. Product: [Cl:1][C:2]1[CH:3]=[C:4]2[C:8](=[CH:9][CH:10]=1)[NH:7][C:6]([CH2:11][C:12]1[CH:13]=[CH:14][CH:15]=[CH:16][CH:17]=1)=[C:5]2[C:22]1[NH:23][CH2:24][CH2:25][N:21]=1. The catalyst class is: 286. (2) Reactant: C1N=CN(C(N2C=NC=C2)=O)C=1.[NH2:13][C:14]1[C:22]([Cl:23])=[CH:21][C:17]([C:18]([OH:20])=O)=[C:16]([O:24][CH3:25])[CH:15]=1.[K+].[CH2:27]([O:29][C:30](=[O:35])[CH2:31]C([O-])=O)[CH3:28].[Mg+2].[Cl-].[Cl-]. Product: [NH2:13][C:14]1[C:22]([Cl:23])=[CH:21][C:17]([C:18](=[O:20])[CH2:31][C:30]([O:29][CH2:27][CH3:28])=[O:35])=[C:16]([O:24][CH3:25])[CH:15]=1. The catalyst class is: 116. (3) Reactant: Cl[C:2]1[CH:7]=[N:6][CH:5]=[C:4]([Cl:8])[N:3]=1.[CH:9]1([CH2:12][NH2:13])[CH2:11][CH2:10]1.C(=O)([O-])[O-].[K+].[K+].CC(N(C)C)=O. Product: [Cl:8][C:4]1[N:3]=[C:2]([NH:13][CH2:12][CH:9]2[CH2:11][CH2:10]2)[CH:7]=[N:6][CH:5]=1. The catalyst class is: 6. (4) Reactant: [CH3:1][C:2]1[N:6]2[C:7]3[CH:13]=[C:12]([CH3:14])[N:11]([S:15]([C:18]4[CH:23]=[CH:22][CH:21]=[CH:20][CH:19]=4)(=[O:17])=[O:16])[C:8]=3[CH:9]=[CH:10][C:5]2=[N:4][N:3]=1.[Cl:24]N1C(=O)CCC1=O. Product: [Cl:24][C:10]1[C:5]2[N:6]([C:2]([CH3:1])=[N:3][N:4]=2)[C:7]2[CH:13]=[C:12]([CH3:14])[N:11]([S:15]([C:18]3[CH:23]=[CH:22][CH:21]=[CH:20][CH:19]=3)(=[O:17])=[O:16])[C:8]=2[CH:9]=1. The catalyst class is: 525. (5) Reactant: C(=O)([O-])[O-].[Cs+].[Cs+].[Cl:7][C:8]1[CH:39]=[CH:38][C:11]([CH2:12][NH:13][C:14]([C:16]2[C:17](=[O:37])[C:18]3[CH:34]=[C:33]([CH2:35]Cl)[S:32][C:19]=3[N:20]([CH2:22][CH2:23][CH2:24][O:25][CH:26]3[CH2:31][CH2:30][CH2:29][CH2:28][O:27]3)[CH:21]=2)=[O:15])=[CH:10][CH:9]=1.[CH3:40][NH:41][CH2:42][C@H:43]([C:45]1[CH:50]=[CH:49][CH:48]=[CH:47][CH:46]=1)[OH:44]. Product: [Cl:7][C:8]1[CH:39]=[CH:38][C:11]([CH2:12][NH:13][C:14]([C:16]2[C:17](=[O:37])[C:18]3[CH:34]=[C:33]([CH2:35][N:41]([CH2:42][C@@H:43]([OH:44])[C:45]4[CH:50]=[CH:49][CH:48]=[CH:47][CH:46]=4)[CH3:40])[S:32][C:19]=3[N:20]([CH2:22][CH2:23][CH2:24][O:25][CH:26]3[CH2:31][CH2:30][CH2:29][CH2:28][O:27]3)[CH:21]=2)=[O:15])=[CH:10][CH:9]=1. The catalyst class is: 3. (6) Reactant: [ClH:1].[C:2]1([C@@H:8]2[CH2:10][C@H:9]2[NH:11][CH2:12][C:13]2[CH:18]=[CH:17][C:16]([C:19]([F:22])([F:21])[F:20])=[CH:15][CH:14]=2)[CH:7]=[CH:6][CH:5]=[CH:4][CH:3]=1. Product: [ClH:1].[C:2]1([C@@H:8]2[CH2:10][C@H:9]2[NH:11][CH2:12][C:13]2[CH:14]=[CH:15][C:16]([C:19]([F:20])([F:21])[F:22])=[CH:17][CH:18]=2)[CH:7]=[CH:6][CH:5]=[CH:4][CH:3]=1. The catalyst class is: 28. (7) Reactant: [NH:1]1[C:7]2[CH:8]=[CH:9][CH:10]=[CH:11][C:6]=2[CH2:5][NH:4][CH2:3][CH2:2]1.CCN(C(C)C)C(C)C.Cl[C:22]([O:24][CH2:25][C:26]1[CH:31]=[CH:30][CH:29]=[CH:28][CH:27]=1)=[O:23]. Product: [NH:1]1[C:7]2[CH:8]=[CH:9][CH:10]=[CH:11][C:6]=2[CH2:5][N:4]([C:22]([O:24][CH2:25][C:26]2[CH:31]=[CH:30][CH:29]=[CH:28][CH:27]=2)=[O:23])[CH2:3][CH2:2]1. The catalyst class is: 1. (8) Reactant: [CH3:1][CH:2]1[C:7](=[O:8])[NH:6][N:5]=[C:4]2[CH2:9][O:10][C:11]3[CH:16]=[CH:15][C:14](B4OC(C)(C)C(C)(C)O4)=[CH:13][C:12]=3[N:3]12.[Br-].[CH2:27]([CH:34]1[N:39]([C:40]([O:42][C:43]([CH3:46])([CH3:45])[CH3:44])=[O:41])[CH2:38][CH:37]=[C:36](OS(C(F)(F)F)(=O)=O)[CH2:35]1)[C:28]1[CH:33]=[CH:32][CH:31]=[CH:30][CH:29]=1.C([O-])([O-])=O.[K+].[K+]. Product: [CH2:27]([CH:34]1[N:39]([C:40]([O:42][C:43]([CH3:46])([CH3:45])[CH3:44])=[O:41])[CH2:38][CH:37]=[C:36]([C:14]2[CH:15]=[CH:16][C:11]3[O:10][CH2:9][C:4]4=[N:5][NH:6][C:7](=[O:8])[CH:2]([CH3:1])[N:3]4[C:12]=3[CH:13]=2)[CH2:35]1)[C:28]1[CH:29]=[CH:30][CH:31]=[CH:32][CH:33]=1. The catalyst class is: 38. (9) Reactant: [CH2:1]([O:5][C:6]1[CH:11]=[CH:10][C:9]([N+:12]([O-])=O)=[CH:8][N:7]=1)[CH2:2][CH2:3][CH3:4].[H][H]. Product: [CH2:1]([O:5][C:6]1[N:7]=[CH:8][C:9]([NH2:12])=[CH:10][CH:11]=1)[CH2:2][CH2:3][CH3:4]. The catalyst class is: 63. (10) Reactant: [OH:1][CH2:2][CH2:3][O:4][C:5]1[CH:18]=[CH:17][C:16]2[S:15][C:14]3[C:9](=[CH:10][CH:11]=[CH:12][CH:13]=3)[C:8](=[O:19])[C:7]=2[CH:6]=1.[C:20](O[C:20](=[O:24])[C:21]([CH3:23])=[CH2:22])(=[O:24])[C:21]([CH3:23])=[CH2:22].C(N(CC)CC)C.O. Product: [C:20]([O:1][CH2:2][CH2:3][O:4][C:5]1[CH:18]=[CH:17][C:16]2[S:15][C:14]3[C:9](=[CH:10][CH:11]=[CH:12][CH:13]=3)[C:8](=[O:19])[C:7]=2[CH:6]=1)(=[O:24])[C:21]([CH3:23])=[CH2:22]. The catalyst class is: 7.